Dataset: Catalyst prediction with 721,799 reactions and 888 catalyst types from USPTO. Task: Predict which catalyst facilitates the given reaction. (1) Product: [F:42][CH:43]1[CH2:46][N:45]([C:27]([C:25]2[O:26][C:22]3[CH:21]=[C:20]([N:35]([CH3:40])[S:36]([CH3:39])(=[O:37])=[O:38])[C:19]([C:16]4[CH:17]=[CH:18][C:13]5[N:12]=[CH:11][N:6]6[C:7]7[CH:8]=[CH:9][CH:10]=[C:2]([F:1])[C:3]=7[CH:4]=[C:5]6[C:14]=5[N:15]=4)=[CH:34][C:23]=3[C:24]=2[C:30]([NH:31][CH3:32])=[O:33])=[O:29])[CH2:44]1. The catalyst class is: 1. Reactant: [F:1][C:2]1[C:3]2[CH:4]=[C:5]3[C:14]4[N:15]=[C:16]([C:19]5[C:20]([N:35]([CH3:40])[S:36]([CH3:39])(=[O:38])=[O:37])=[CH:21][C:22]6[O:26][C:25]([C:27]([OH:29])=O)=[C:24]([C:30](=[O:33])[NH:31][CH3:32])[C:23]=6[CH:34]=5)[CH:17]=[CH:18][C:13]=4[N:12]=[CH:11][N:6]3[C:7]=2[CH:8]=[CH:9][CH:10]=1.Cl.[F:42][CH:43]1[CH2:46][NH:45][CH2:44]1.CN(C(ON1N=NC2C=CC=NC1=2)=[N+](C)C)C.F[P-](F)(F)(F)(F)F.CCN(CC)CC. (2) Reactant: [O-]CC.[Na+].[NH2:5][C:6]1[NH:10][N:9]=[C:8]([CH3:11])[C:7]=1[C:12]([O:14][CH2:15][CH3:16])=[O:13].CN1[CH:25]=[CH:24][C:22](=[O:23])N(C)C1=O. Product: [CH3:11][C:8]1[C:7]([C:12]([O:14][CH2:15][CH3:16])=[O:13])=[C:6]2[NH:5][C:22](=[O:23])[CH:24]=[CH:25][N:10]2[N:9]=1. The catalyst class is: 14. (3) Reactant: [OH-].[Na+].[CH3:3][O:4][C:5]1[C:10]([C:11](=[O:13])[CH3:12])=[C:9]([O:14][CH2:15][O:16][CH3:17])[C:8]([CH2:18][CH:19]=[C:20]([CH3:22])[CH3:21])=[C:7]([O:23][CH2:24][O:25][CH3:26])[CH:6]=1.[F:27][C:28]1[CH:35]=[CH:34][C:31]([CH:32]=O)=[CH:30][CH:29]=1. Product: [F:27][C:28]1[CH:35]=[CH:34][C:31](/[CH:32]=[CH:12]/[C:11]([C:10]2[C:5]([O:4][CH3:3])=[CH:6][C:7]([O:23][CH2:24][O:25][CH3:26])=[C:8]([CH2:18][CH:19]=[C:20]([CH3:21])[CH3:22])[C:9]=2[O:14][CH2:15][O:16][CH3:17])=[O:13])=[CH:30][CH:29]=1. The catalyst class is: 5. (4) Reactant: FC(F)(F)C(O)=O.[NH2:8][CH:9]([C:16]1[CH:21]=[CH:20][CH:19]=[CH:18][N:17]=1)[CH2:10][C:11]([O:13][CH2:14][CH3:15])=[O:12].CCN(C(C)C)C(C)C.CN(C(ON1N=NC2C=CC=CC1=2)=[N+](C)C)C.[B-](F)(F)(F)F.[C:53]([O:57][C:58]([N:60]1[CH2:65][CH2:64][CH:63]([CH2:66][C:67](O)=[O:68])[CH2:62][CH2:61]1)=[O:59])([CH3:56])([CH3:55])[CH3:54]. Product: [CH2:14]([O:13][C:11](=[O:12])[CH2:10][CH:9]([NH:8][C:67](=[O:68])[CH2:66][CH:63]1[CH2:64][CH2:65][N:60]([C:58]([O:57][C:53]([CH3:55])([CH3:54])[CH3:56])=[O:59])[CH2:61][CH2:62]1)[C:16]1[CH:21]=[CH:20][CH:19]=[CH:18][N:17]=1)[CH3:15]. The catalyst class is: 31. (5) The catalyst class is: 218. Product: [CH2:2]([C@H:4]([NH:11][C:12]([C:14]1[C:23]2[C:18](=[CH:19][CH:20]=[CH:21][CH:22]=2)[N:17]=[C:16]([C:24]2[CH:25]=[CH:26][CH:27]=[CH:28][CH:29]=2)[C:15]=1[N:30]1[CH2:34][CH2:33][CH2:32][C@H:31]1[CH2:35][CH2:41][OH:42])=[O:13])[C:5]1[CH:6]=[CH:7][CH:8]=[CH:9][CH:10]=1)[CH3:3]. Reactant: Cl.[CH2:2]([C@H:4]([NH:11][C:12]([C:14]1[C:23]2[C:18](=[CH:19][CH:20]=[CH:21][CH:22]=2)[N:17]=[C:16]([C:24]2[CH:29]=[CH:28][CH:27]=[CH:26][CH:25]=2)[C:15]=1[N:30]1[CH2:34][CH2:33][CH2:32][C@H:31]1[C:35](OC)=O)=[O:13])[C:5]1[CH:10]=[CH:9][CH:8]=[CH:7][CH:6]=1)[CH3:3].[BH4-].[Na+].[CH3:41][OH:42]. (6) Reactant: C(O)(=O)[C@H](C1C=CC=CC=1)O.O.[OH-].[Na+].[CH3:15][C:16]1[CH:17]=[CH:18][CH:19]=[CH:20][C:21]=1[O:22][C@@H:23]([C:28]1[CH:29]=[CH:30][CH:31]=[CH:32][CH:33]=1)[CH2:24][CH2:25][NH:26][CH3:27].[ClH:34].C([O-])(=O)C.C(O)(=O)C. Product: [CH3:15][C:16]1[CH:17]=[CH:18][CH:19]=[CH:20][C:21]=1[O:22][C@@H:23]([C:28]1[CH:33]=[CH:32][CH:31]=[CH:30][CH:29]=1)[CH2:24][CH2:25][NH:26][CH3:27].[ClH:34]. The catalyst class is: 11. (7) Reactant: [F:1][C:2]([F:38])([F:37])[C:3]1[CH:4]=[C:5]([C:13]2[C:22]([CH3:23])=[C:21]([N:24]3[C:32]4[C:27](=[CH:28][CH:29]=[C:30](I)[CH:31]=4)[C:26]([CH3:35])([CH3:34])[CH2:25]3)[C:20]3[C:15](=[CH:16][CH:17]=[CH:18][C:19]=3[F:36])[N:14]=2)[CH:6]=[C:7]([C:9]([F:12])([F:11])[F:10])[CH:8]=1.[NH:39]1[CH2:44][CH2:43][O:42][CH2:41][CH2:40]1.C1(P(C2CCCCC2)C2(C(C)C)CC(C(C)C)=CC(C(C)C)=C2C2C=CC=CC=2)CCCCC1.CC(C)([O-])C.[Na+]. Product: [F:1][C:2]([F:38])([F:37])[C:3]1[CH:4]=[C:5]([C:13]2[C:22]([CH3:23])=[C:21]([N:24]3[C:32]4[C:27](=[CH:28][CH:29]=[C:30]([N:39]5[CH2:44][CH2:43][O:42][CH2:41][CH2:40]5)[CH:31]=4)[C:26]([CH3:35])([CH3:34])[CH2:25]3)[C:20]3[C:15](=[CH:16][CH:17]=[CH:18][C:19]=3[F:36])[N:14]=2)[CH:6]=[C:7]([C:9]([F:12])([F:11])[F:10])[CH:8]=1. The catalyst class is: 101.